This data is from Forward reaction prediction with 1.9M reactions from USPTO patents (1976-2016). The task is: Predict the product of the given reaction. (1) Given the reactants [Br:1][C:2]1[C:3]2[N:18]([CH2:19][CH3:20])[C:17]([CH2:21][C:22]#[N:23])=[N:16][C:4]=2[CH:5]=[N:6][C:7]=1[O:8][C:9]1[CH:14]=[CH:13][C:12]([F:15])=[CH:11][CH:10]=1.Cl.[N:25]([O-:27])=O.[Na+].CC[N:31](CC)CC, predict the reaction product. The product is: [Br:1][C:2]1[C:3]2[N:18]([CH2:19][CH3:20])[C:17]([C:21]3[C:22]([NH2:31])=[N:23][O:27][N:25]=3)=[N:16][C:4]=2[CH:5]=[N:6][C:7]=1[O:8][C:9]1[CH:14]=[CH:13][C:12]([F:15])=[CH:11][CH:10]=1. (2) Given the reactants C(OC([N:8]1[CH2:13][CH2:12][C:11]2[N:14]([CH3:46])[C:15]([C:17]3[C:22]([C:23]#[C:24][C:25]4[CH:30]=[CH:29][CH:28]=[C:27]([NH:31][C:32]([NH:34][C:35]5[CH:40]=[CH:39][C:38]([C:41]([F:44])([F:43])[F:42])=[CH:37][CH:36]=5)=[O:33])[CH:26]=4)=[CH:21][N:20]=[C:19]([NH2:45])[N:18]=3)=[CH:16][C:10]=2[C:9]1=[O:47])=O)(C)(C)C.Cl, predict the reaction product. The product is: [NH2:45][C:19]1[N:18]=[C:17]([C:15]2[N:14]([CH3:46])[C:11]3[CH2:12][CH2:13][NH:8][C:9](=[O:47])[C:10]=3[CH:16]=2)[C:22]([C:23]#[C:24][C:25]2[CH:26]=[C:27]([NH:31][C:32]([NH:34][C:35]3[CH:36]=[CH:37][C:38]([C:41]([F:42])([F:43])[F:44])=[CH:39][CH:40]=3)=[O:33])[CH:28]=[CH:29][CH:30]=2)=[CH:21][N:20]=1. (3) Given the reactants [CH3:1][C@@H:2]([CH2:5][C@@H:6]([CH3:11])[CH2:7][CH:8]([CH3:10])[CH3:9])[CH2:3]O.C1(P(C2C=CC=CC=2)C2C=CC=CC=2)C=CC=CC=1.[Br:31]N1C(=O)CCC1=O, predict the reaction product. The product is: [Br:31][CH2:3][C@@H:2]([CH3:1])[CH2:5][C@@H:6]([CH3:11])[CH2:7][CH:8]([CH3:10])[CH3:9]. (4) Given the reactants [CH3:1][O:2][C:3]1[CH:4]=[C:5]([C:9](=O)[CH2:10][C:11]2[CH:16]=[CH:15][CH:14]=[CH:13][CH:12]=2)[CH:6]=[CH:7][CH:8]=1.[CH2:18]([O:20][C:21]1[CH:22]=[C:23]([CH:26]=[C:27]([N+:30]([O-:32])=[O:31])[C:28]=1[OH:29])[CH:24]=O)[CH3:19].[NH2:33][C:34]([NH2:36])=[O:35].Cl, predict the reaction product. The product is: [CH2:18]([O:20][C:21]1[CH:22]=[C:23]([CH:24]2[C:10]([C:11]3[CH:16]=[CH:15][CH:14]=[CH:13][CH:12]=3)=[C:9]([C:5]3[CH:6]=[CH:7][CH:8]=[C:3]([O:2][CH3:1])[CH:4]=3)[NH:36][C:34](=[O:35])[NH:33]2)[CH:26]=[C:27]([N+:30]([O-:32])=[O:31])[C:28]=1[OH:29])[CH3:19]. (5) Given the reactants C([N:8]1[CH2:15][CH:14]2[O:16][CH:10]([CH2:11][N:12]([C:17]3[CH:22]=[CH:21][C:20]([N+:23]([O-])=O)=[C:19]([O:26][CH3:27])[CH:18]=3)[CH2:13]2)[CH2:9]1)C1C=CC=CC=1, predict the reaction product. The product is: [CH:14]12[O:16][CH:10]([CH2:9][NH:8][CH2:15]1)[CH2:11][N:12]([C:17]1[CH:22]=[CH:21][C:20]([NH2:23])=[C:19]([O:26][CH3:27])[CH:18]=1)[CH2:13]2. (6) Given the reactants C([Li])CCC.[Cl-].[Cl:7][CH2:8][P+](C1C=CC=CC=1)(C1C=CC=CC=1)C1C=CC=CC=1.O=[C:29]1[CH:35]=[CH:34][C:33]2[CH:36]=[C:37]([C:40]([O:42][CH3:43])=[O:41])[CH:38]=[CH:39][C:32]=2[O:31][CH2:30]1.Cl, predict the reaction product. The product is: [Cl:7][CH:8]=[C:29]1[CH:35]=[CH:34][C:33]2[CH:36]=[C:37]([C:40]([O:42][CH3:43])=[O:41])[CH:38]=[CH:39][C:32]=2[O:31][CH2:30]1. (7) The product is: [NH2:8][C:5]1[N:4]=[C:3]([C:16]2[C:17]([O:22][C:23]3[CH:24]=[CH:25][C:26]([NH:29][C:30]4[C:39]5[C:34](=[CH:35][CH:36]=[CH:37][CH:38]=5)[C:33]([C:40]5[CH:41]=[CH:42][CH:43]=[CH:44][CH:45]=5)=[N:32][N:31]=4)=[CH:27][CH:28]=3)=[N:18][CH:19]=[CH:20][CH:21]=2)[C:2]([F:1])=[CH:7][N:6]=1. Given the reactants [F:1][C:2]1[C:3]([C:16]2[C:17]([O:22][C:23]3[CH:28]=[CH:27][C:26]([NH:29][C:30]4[C:39]5[C:34](=[CH:35][CH:36]=[CH:37][CH:38]=5)[C:33]([C:40]5[CH:45]=[CH:44][CH:43]=[CH:42][CH:41]=5)=[N:32][N:31]=4)=[CH:25][CH:24]=3)=[N:18][CH:19]=[CH:20][CH:21]=2)=[N:4][C:5]([NH:8]C(=O)OC(C)(C)C)=[N:6][CH:7]=1.C(Cl)Cl.C(O)(C(F)(F)F)=O, predict the reaction product. (8) Given the reactants [N+:1]([C:4]1[CH:5]=[CH:6][C:7]2[NH:12][CH2:11][CH2:10][S:9][C:8]=2[CH:13]=1)([O-:3])=[O:2].Cl.Cl[CH2:16][CH2:17][CH:18]1[CH2:22][CH2:21][CH2:20][N:19]1[CH3:23], predict the reaction product. The product is: [CH3:23][N:19]1[CH2:20][CH2:21][CH2:22][CH:18]1[CH2:17][CH2:16][N:12]1[CH2:11][CH2:10][S:9][C:8]2[CH:13]=[C:4]([N+:1]([O-:3])=[O:2])[CH:5]=[CH:6][C:7]1=2.